From a dataset of Full USPTO retrosynthesis dataset with 1.9M reactions from patents (1976-2016). Predict the reactants needed to synthesize the given product. (1) Given the product [CH2:34]([O:33][C:31](=[O:32])[N:24]([N:13]1[C:12](=[O:29])[C:11]2[C:16](=[CH:17][C:18]([C:19]([F:21])([F:22])[F:20])=[C:9]([C:8]3[N:4]([CH:1]([CH3:3])[CH3:2])[N:5]=[CH:6][CH:7]=3)[CH:10]=2)[NH:15][C:14]1=[O:23])[S:25]([CH3:28])(=[O:26])=[O:27])[CH:35]([CH3:37])[CH3:36], predict the reactants needed to synthesize it. The reactants are: [CH:1]([N:4]1[C:8]([C:9]2[CH:10]=[C:11]3[C:16](=[CH:17][C:18]=2[C:19]([F:22])([F:21])[F:20])[NH:15][C:14](=[O:23])[N:13]([NH:24][S:25]([CH3:28])(=[O:27])=[O:26])[C:12]3=[O:29])=[CH:7][CH:6]=[N:5]1)([CH3:3])[CH3:2].Cl[C:31]([O:33][CH2:34][CH:35]([CH3:37])[CH3:36])=[O:32]. (2) The reactants are: [Cl:1][C:2]1[CH:7]=[CH:6][C:5]([N:8]2[CH:12]=[C:11]([C:13]#[N:14])[N:10]=[N:9]2)=[C:4]([C:15]2[CH:20]=[C:19]([OH:21])[N:18]=[CH:17][N:16]=2)[CH:3]=1.CN(C(ON1N=NC2C=CC=NC1=2)=[N+](C)C)C.F[P-](F)(F)(F)(F)F.C1CCN2C(=NCCC2)CC1.N[C@@H:58]1[C:74]2[CH:75]=[C:70]([CH:71]=[CH:72][CH:73]=2)[C:69]2[N:68]([CH:76]([F:78])[F:77])[N:67]=[CH:66][C:65]=2[NH:64][C:63](=[O:79])[C@H:62]([CH3:80])[CH2:61][CH2:60][CH2:59]1. Given the product [Cl:1][C:2]1[CH:7]=[CH:6][C:5]([N:8]2[CH:12]=[C:11]([C:13]#[N:14])[N:10]=[N:9]2)=[C:4]([C:15]2[N:16]=[CH:17][N:18]([C@@H:58]3[C:74]4[CH:75]=[C:70]([CH:71]=[CH:72][CH:73]=4)[C:69]4[N:68]([CH:76]([F:78])[F:77])[N:67]=[CH:66][C:65]=4[NH:64][C:63](=[O:79])[C@H:62]([CH3:80])[CH2:61][CH2:60][CH2:59]3)[C:19](=[O:21])[CH:20]=2)[CH:3]=1, predict the reactants needed to synthesize it. (3) The reactants are: [NH2:1][C:2]1[N:7]=[CH:6][N:5]=[C:4]2[N:8]([CH2:25][C@@H:26]3[CH2:30][CH2:29][CH2:28][N:27]3[C:31](=[O:35])[CH2:32][C:33]#[N:34])[N:9]=[C:10]([C:11]3[CH:16]=[CH:15][C:14]([O:17][C:18]4[CH:23]=[CH:22][CH:21]=[CH:20][CH:19]=4)=[CH:13][C:12]=3[F:24])[C:3]=12.N1CCCCC1.[CH3:42][C:43]([N:47]1[CH2:52][CH2:51][O:50][CH2:49][CH2:48]1)([CH3:46])[CH:44]=O. Given the product [NH2:1][C:2]1[N:7]=[CH:6][N:5]=[C:4]2[N:8]([CH2:25][C@@H:26]3[CH2:30][CH2:29][CH2:28][N:27]3[C:31]([C:32](=[CH:42][C:43]([CH3:46])([N:47]3[CH2:52][CH2:51][O:50][CH2:49][CH2:48]3)[CH3:44])[C:33]#[N:34])=[O:35])[N:9]=[C:10]([C:11]3[CH:16]=[CH:15][C:14]([O:17][C:18]4[CH:19]=[CH:20][CH:21]=[CH:22][CH:23]=4)=[CH:13][C:12]=3[F:24])[C:3]=12, predict the reactants needed to synthesize it. (4) Given the product [Cl:25][C:26]1[CH:38]=[CH:37][C:29]2[CH:30]=[C:31]([S:33]([NH:1][C@H:2]3[CH2:6][CH2:5][N:4]([C:7]4[CH:8]=[C:9]5[C:14](=[CH:15][CH:16]=4)[CH2:13][N:12]([C:17]([O:19][C:20]([CH3:21])([CH3:23])[CH3:22])=[O:18])[CH2:11][CH2:10]5)[C:3]3=[O:24])(=[O:34])=[O:35])[S:32][C:28]=2[CH:27]=1, predict the reactants needed to synthesize it. The reactants are: [NH2:1][C@H:2]1[CH2:6][CH2:5][N:4]([C:7]2[CH:8]=[C:9]3[C:14](=[CH:15][CH:16]=2)[CH2:13][N:12]([C:17]([O:19][C:20]([CH3:23])([CH3:22])[CH3:21])=[O:18])[CH2:11][CH2:10]3)[C:3]1=[O:24].[Cl:25][C:26]1[CH:38]=[CH:37][C:29]2[CH:30]=[C:31]([S:33](Cl)(=[O:35])=[O:34])[S:32][C:28]=2[CH:27]=1. (5) Given the product [OH:31][C@@H:26]1[CH2:27][CH2:28][CH2:29][CH2:30][CH:25]1[CH2:24][NH:23][C:13]([C:9]1[CH:8]=[C:7]2[C:12](=[CH:11][CH:10]=1)[NH:4][N:5]=[C:6]2[C:16]1[CH:21]=[CH:20][C:19]([F:22])=[CH:18][CH:17]=1)=[O:14], predict the reactants needed to synthesize it. The reactants are: C([N:4]1[C:12]2[C:7](=[CH:8][C:9]([C:13](Cl)=[O:14])=[CH:10][CH:11]=2)[C:6]([C:16]2[CH:21]=[CH:20][C:19]([F:22])=[CH:18][CH:17]=2)=[N:5]1)(=O)C.[NH2:23][CH2:24][C@@H:25]1[CH2:30][CH2:29][CH2:28][CH2:27][C@H:26]1[OH:31]. (6) Given the product [CH3:1][C:2]1[CH:3]=[C:4]([CH2:5][S:18]([NH2:24])(=[O:21])=[O:19])[CH:7]=[CH:8][C:9]=1[N+:10]([O-:12])=[O:11], predict the reactants needed to synthesize it. The reactants are: [CH3:1][C:2]1[CH:3]=[C:4]([CH:7]=[CH:8][C:9]=1[N+:10]([O-:12])=[O:11])[CH2:5]Br.COC(=O)CC[S:18]([O-:21])(=O)=[O:19].[Na+].[NH2:24]OS(O)(=O)=O.CC([O-])=O.[Na+]. (7) Given the product [Cl:1][C:2]1[CH:7]=[CH:6][CH:5]=[CH:4][C:3]=1[C:8]1[CH:13]=[CH:12][C:11]([C:14]([NH:16][C@H:17]([C:18](=[O:19])[NH:33][CH2:32][C:31]#[N:30])[CH2:21][C:22]2[C:27]([F:28])=[CH:26][CH:25]=[CH:24][C:23]=2[F:29])=[O:15])=[CH:10][N:9]=1, predict the reactants needed to synthesize it. The reactants are: [Cl:1][C:2]1[CH:7]=[CH:6][CH:5]=[CH:4][C:3]=1[C:8]1[CH:13]=[CH:12][C:11]([C:14]([NH:16][C@@H:17]([CH2:21][C:22]2[C:27]([F:28])=[CH:26][CH:25]=[CH:24][C:23]=2[F:29])[C:18](O)=[O:19])=[O:15])=[CH:10][N:9]=1.[NH2:30][CH2:31][C:32]#[N:33].CN(C(ON1N=NC2C=CC=CC1=2)=[N+](C)C)C.F[P-](F)(F)(F)(F)F.CN1CCOCC1.[Cl-].[NH4+]. (8) Given the product [O:1]1[CH:5]=[CH:4][CH:3]=[C:2]1[C:6]1[C:11]([C:12]2[CH:17]=[CH:16][N:15]=[CH:14][N:13]=2)=[CH:10][N:9]=[C:8]([NH:18][C:26]2[CH:31]=[N:30][CH:29]=[CH:28][N:27]=2)[N:7]=1, predict the reactants needed to synthesize it. The reactants are: [O:1]1[CH:5]=[CH:4][CH:3]=[C:2]1[C:6]1[C:11]([C:12]2[CH:17]=[CH:16][N:15]=[CH:14][N:13]=2)=[CH:10][N:9]=[C:8]([NH2:18])[N:7]=1.CC(C)([O-])C.[Na+].Cl[C:26]1[CH:31]=[N:30][CH:29]=[CH:28][N:27]=1.C1(P(C2CCCCC2)C2C=CC=CC=2C2C=CC=CC=2N(C)C)CCCCC1. (9) Given the product [F:7][C:8]1[CH:13]=[CH:12][C:11]([C:2]2[N:3]=[CH:4][NH:5][CH:6]=2)=[CH:10][C:9]=1[CH3:17], predict the reactants needed to synthesize it. The reactants are: Br[C:2]1[N:3]=[CH:4][NH:5][CH:6]=1.[F:7][C:8]1[CH:13]=[CH:12][C:11](B(O)O)=[CH:10][C:9]=1[CH3:17].C([O-])([O-])=O.[Na+].[Na+]. (10) Given the product [CH3:2][O:3][C:4]1[CH:5]=[C:6]2[C:9](=[CH:10][C:11]=1[O:12][CH3:13])[C@H:8]([CH2:14][C:23]1([C:26]([NH2:18])=[O:27])[CH2:25][CH2:24]1)[CH2:7]2, predict the reactants needed to synthesize it. The reactants are: Cl.[CH3:2][O:3][C:4]1[CH:5]=[C:6]2[C:9](=[CH:10][C:11]=1[O:12][CH3:13])[C@@H:8]([CH2:14]N)[CH2:7]2.C([N:18](CC)CC)C.[CH:23]1([C:26](Cl)=[O:27])[CH2:25][CH2:24]1.